From a dataset of Catalyst prediction with 721,799 reactions and 888 catalyst types from USPTO. Predict which catalyst facilitates the given reaction. (1) Reactant: CC(C)([O-])C.[Na+].[C@@H:7]12[CH2:13][NH:12][C@@H:11]1[CH2:10][N:9]([C:14]([O:16][CH2:17][C:18]1[CH:23]=[CH:22][CH:21]=[CH:20][CH:19]=1)=[O:15])[CH2:8]2.C(P(C(C)(C)C)C(C)(C)C)(C)(C)C.I[C:38]1[CH:39]=[CH:40][CH:41]=[C:42]2[C:47]=1[N:46]=[CH:45][C:44]([S:48]([C:51]1[CH:56]=[CH:55][CH:54]=[CH:53][CH:52]=1)(=[O:50])=[O:49])=[CH:43]2. Product: [C:51]1([S:48]([C:44]2[CH:45]=[N:46][C:47]3[C:42]([CH:43]=2)=[CH:41][CH:40]=[CH:39][C:38]=3[N:12]2[CH2:13][CH:7]3[CH:11]2[CH2:10][N:9]([C:14]([O:16][CH2:17][C:18]2[CH:23]=[CH:22][CH:21]=[CH:20][CH:19]=2)=[O:15])[CH2:8]3)(=[O:50])=[O:49])[CH:56]=[CH:55][CH:54]=[CH:53][CH:52]=1. The catalyst class is: 164. (2) Reactant: [OH:1][C:2]1[CH:12]=[CH:11][CH:10]=[CH:9][C:3]=1[O:4][CH2:5][C:6]([OH:8])=[O:7].Br[CH2:14][CH2:15][CH2:16][CH3:17].CS(C)=O.Cl. Product: [CH2:14]([O:1][C:2]1[CH:12]=[CH:11][CH:10]=[CH:9][C:3]=1[O:4][CH2:5][C:6]([OH:8])=[O:7])[CH2:15][CH2:16][CH3:17]. The catalyst class is: 74. (3) Reactant: [Cl:1][C:2]1[CH:3]=[C:4]([C:18]#[N:19])[C:5]2[C:6](I)=[N:7][N:8]([CH:11]3[CH2:16][CH2:15][CH2:14][CH2:13][O:12]3)[C:9]=2[CH:10]=1.[O-]P([O-])([O-])=O.[K+].[K+].[K+].[CH3:28]B1OB(C)OB(C)O1. Product: [Cl:1][C:2]1[CH:3]=[C:4]([C:18]#[N:19])[C:5]2[C:6]([CH3:28])=[N:7][N:8]([CH:11]3[CH2:16][CH2:15][CH2:14][CH2:13][O:12]3)[C:9]=2[CH:10]=1. The catalyst class is: 75.